Dataset: Full USPTO retrosynthesis dataset with 1.9M reactions from patents (1976-2016). Task: Predict the reactants needed to synthesize the given product. (1) Given the product [N:2]12[CH2:7][CH2:6][CH:5]([CH2:8][CH2:9]1)[CH:4]([C:10](=[O:12])[S:41][CH2:40][C:34]1[CH:39]=[CH:38][CH:37]=[CH:36][CH:35]=1)[CH2:3]2, predict the reactants needed to synthesize it. The reactants are: Cl.[N:2]12[CH2:9][CH2:8][CH:5]([CH2:6][CH2:7]1)[CH:4]([C:10]([OH:12])=O)[CH2:3]2.C(Cl)CCl.C1C=CC2N(O)N=NC=2C=1.C(N(CC)CC)C.[C:34]1([CH2:40][SH:41])[CH:39]=[CH:38][CH:37]=[CH:36][CH:35]=1. (2) Given the product [N:22]1([CH2:2][C:3]([NH:5][C:6]2[CH:11]=[CH:10][CH:9]=[C:8]([C:12]3[CH:21]=[N:20][C:19]4[C:14](=[CH:15][CH:16]=[CH:17][CH:18]=4)[N:13]=3)[CH:7]=2)=[O:4])[CH2:26][CH2:25][CH2:24][CH2:23]1, predict the reactants needed to synthesize it. The reactants are: Cl[CH2:2][C:3]([NH:5][C:6]1[CH:11]=[CH:10][CH:9]=[C:8]([C:12]2[CH:21]=[N:20][C:19]3[C:14](=[CH:15][CH:16]=[CH:17][CH:18]=3)[N:13]=2)[CH:7]=1)=[O:4].[NH:22]1[CH2:26][CH2:25][CH2:24][CH2:23]1.C([O-])([O-])=O.[K+].[K+].[N-]=C=O.